Dataset: Catalyst prediction with 721,799 reactions and 888 catalyst types from USPTO. Task: Predict which catalyst facilitates the given reaction. The catalyst class is: 22. Reactant: ClC1C=CC=C(C(OO)=[O:9])C=1.[CH3:12][O:13][C:14]1[C:33]([O:34][CH3:35])=[C:32]([O:36][CH3:37])[CH:31]=[C:30]([CH3:38])[C:15]=1[C:16]([C:18]1[C:23]([C:24]([F:27])([F:26])[F:25])=[CH:22][N:21]=[CH:20][C:19]=1[O:28][CH3:29])=[O:17]. Product: [CH3:12][O:13][C:14]1[C:33]([O:34][CH3:35])=[C:32]([O:36][CH3:37])[CH:31]=[C:30]([CH3:38])[C:15]=1[C:16]([C:18]1[C:23]([C:24]([F:27])([F:25])[F:26])=[CH:22][N+:21]([O-:9])=[CH:20][C:19]=1[O:28][CH3:29])=[O:17].